This data is from Forward reaction prediction with 1.9M reactions from USPTO patents (1976-2016). The task is: Predict the product of the given reaction. (1) The product is: [CH3:11][N:8]1[C:7]([CH2:12][N:13]2[CH2:18][CH2:17][CH:16]([C:19]([OH:22])([CH3:21])[CH3:20])[CH2:15][CH2:14]2)=[N:6][C:5]2[C:9]1=[N:10][C:2]([N:35]1[C:36]3[CH:42]=[CH:41][CH:40]=[CH:39][C:37]=3[N:38]=[C:34]1[CH:30]1[CH2:31][CH2:32][CH2:33][O:29]1)=[N:3][C:4]=2[N:23]1[CH2:28][CH2:27][O:26][CH2:25][CH2:24]1. Given the reactants Cl[C:2]1[N:10]=[C:9]2[C:5]([N:6]=[C:7]([CH2:12][N:13]3[CH2:18][CH2:17][CH:16]([C:19]([OH:22])([CH3:21])[CH3:20])[CH2:15][CH2:14]3)[N:8]2[CH3:11])=[C:4]([N:23]2[CH2:28][CH2:27][O:26][CH2:25][CH2:24]2)[N:3]=1.[O:29]1[CH2:33][CH2:32][CH2:31][CH:30]1[C:34]1[NH:38][C:37]2[CH:39]=[CH:40][CH:41]=[CH:42][C:36]=2[N:35]=1, predict the reaction product. (2) Given the reactants C[Si]([N-][Si](C)(C)C)(C)C.[Na+].[C:11]([C:15]1[CH:20]=[CH:19][C:18]([C:21]#[C:22][C:23]2[CH:28]=[CH:27][N:26]=[CH:25][C:24]=2[NH2:29])=[CH:17][CH:16]=1)([CH3:14])([CH3:13])[CH3:12].[C:30](O[C:30]([O:32][C:33]([CH3:36])([CH3:35])[CH3:34])=[O:31])([O:32][C:33]([CH3:36])([CH3:35])[CH3:34])=[O:31].[Cl-].[NH4+], predict the reaction product. The product is: [C:11]([C:15]1[CH:16]=[CH:17][C:18]([C:21]#[C:22][C:23]2[CH:28]=[CH:27][N:26]=[CH:25][C:24]=2[NH:29][C:30](=[O:31])[O:32][C:33]([CH3:36])([CH3:35])[CH3:34])=[CH:19][CH:20]=1)([CH3:14])([CH3:12])[CH3:13]. (3) Given the reactants [C:1]1([CH3:11])[CH:6]=[CH:5][C:4](S(O)(=O)=O)=[CH:3][CH:2]=1, predict the reaction product. The product is: [C:1]1([C:11]2[CH2:4][CH2:3][CH2:2][CH2:1][CH2:6][CH:5]=2)[CH:6]=[CH:5][CH:4]=[CH:3][CH:2]=1. (4) Given the reactants [OH:1][C:2]1[CH:10]=[CH:9][C:8]([CH3:11])=[CH:7][C:3]=1[C:4]([OH:6])=O.[NH2:12][C:13]1[CH:25]=[CH:24][C:16]([C:17]([NH:19][C:20]([CH3:23])([CH3:22])[CH3:21])=[O:18])=[CH:15][C:14]=1[Cl:26], predict the reaction product. The product is: [C:20]([NH:19][C:17]([C:16]1[CH:24]=[CH:25][C:13]([NH:12][C:4](=[O:6])[C:3]2[CH:7]=[C:8]([CH3:11])[CH:9]=[CH:10][C:2]=2[OH:1])=[C:14]([Cl:26])[CH:15]=1)=[O:18])([CH3:23])([CH3:21])[CH3:22]. (5) Given the reactants [O:1]1CCC[O:3][CH:2]1[CH2:7][CH2:8][C:9]([C:11]1[C:12](=[O:36])[N:13]([CH3:35])[C:14]2[C:19]([C:20]=1[OH:21])=[CH:18][CH:17]=[C:16]([C:22]1[CH:34]=[CH:33][C:25]([C:26]([O:28]C(C)(C)C)=[O:27])=[CH:24][CH:23]=1)[CH:15]=2)=[O:10].C(OC(C1C=CC(C2C=C3C(C(O)=C(C(OC)=O)C(=O)N3C)=CC=2)=CC=1)=O)(C)(C)C.[H-].[Na+], predict the reaction product. The product is: [C:2]([CH2:7][CH2:8][C:9]([C:11]1[C:12](=[O:36])[N:13]([CH3:35])[C:14]2[C:19]([C:20]=1[OH:21])=[CH:18][CH:17]=[C:16]([C:22]1[CH:23]=[CH:24][C:25]([C:26]([OH:28])=[O:27])=[CH:33][CH:34]=1)[CH:15]=2)=[O:10])([OH:3])=[O:1]. (6) Given the reactants [CH3:1][CH:2]1[CH2:8][C:7]2[CH:9]=[C:10]3[O:15][CH2:14][O:13][C:11]3=[CH:12][C:6]=2[C:5]([C:16]2[CH:21]=[CH:20][C:19]([N+:22]([O-:24])=[O:23])=[CH:18][CH:17]=2)=[N:4][N:3]1[C:25](Cl)=[S:26].O.[NH2:29][NH2:30].O, predict the reaction product. The product is: [CH3:1][CH:2]1[CH2:8][C:7]2[CH:9]=[C:10]3[O:15][CH2:14][O:13][C:11]3=[CH:12][C:6]=2[C:5]([C:16]2[CH:21]=[CH:20][C:19]([N+:22]([O-:24])=[O:23])=[CH:18][CH:17]=2)=[N:4][N:3]1[C:25](=[S:26])[NH:29][NH2:30].